From a dataset of Forward reaction prediction with 1.9M reactions from USPTO patents (1976-2016). Predict the product of the given reaction. (1) Given the reactants [CH2:1]([O:8][N:9]1[C:15](=[O:16])[N:14]2[CH2:17][C@H:10]1[CH2:11][CH2:12][C@H:13]2[C:18]([OH:20])=O)[C:2]1[CH:7]=[CH:6][CH:5]=[CH:4][CH:3]=1.[NH2:21][O:22][C@H:23]1[CH2:28][CH2:27][CH2:26][N:25]([C:29]([O:31][C:32]([CH3:35])([CH3:34])[CH3:33])=[O:30])[CH2:24]1.ON1C2C=CC=CC=2N=N1.Cl.C(N=C=NCCCN(C)C)C, predict the reaction product. The product is: [CH2:1]([O:8][N:9]1[C:15](=[O:16])[N:14]2[CH2:17][C@H:10]1[CH2:11][CH2:12][C@H:13]2[C:18]([NH:21][O:22][C@H:23]1[CH2:28][CH2:27][CH2:26][N:25]([C:29]([O:31][C:32]([CH3:35])([CH3:34])[CH3:33])=[O:30])[CH2:24]1)=[O:20])[C:2]1[CH:3]=[CH:4][CH:5]=[CH:6][CH:7]=1. (2) The product is: [Cl:1][C:2]1[CH:3]=[C:4]([CH:21]([CH2:27][CH:28]2[CH2:30][CH2:29]2)[C:22]([OH:24])=[O:23])[CH:5]=[C:6]([C:14]2[CH:19]=[CH:18][C:17]([CH3:20])=[CH:16][CH:15]=2)[C:7]=1[O:8][CH2:9][C:10]([F:13])([F:12])[F:11]. Given the reactants [Cl:1][C:2]1[CH:3]=[C:4]([CH:21]([CH2:27][CH:28]2[CH2:30][CH2:29]2)[C:22]([O:24]CC)=[O:23])[CH:5]=[C:6]([C:14]2[CH:19]=[CH:18][C:17]([CH3:20])=[CH:16][CH:15]=2)[C:7]=1[O:8][CH2:9][C:10]([F:13])([F:12])[F:11].O.[OH-].[Li+], predict the reaction product.